Dataset: Reaction yield outcomes from USPTO patents with 853,638 reactions. Task: Predict the reaction yield, written as a fraction of the theoretical maximum amount of product (1.0 means a 100% yield; for example, 0.34 means a 34% yield). (1) The reactants are [OH-].[Na+].[Cl:3][C:4]1[C:5]([F:34])=[C:6]([NH:10][CH:11]([C:13]2[CH:14]=[C:15]([C:30]([O:32]C)=[O:31])[CH:16]=[C:17]3[C:22]=2[O:21][C:20]([N:23]2[CH2:28][CH2:27][O:26][CH2:25][CH2:24]2)=[CH:19][C:18]3=[O:29])[CH3:12])[CH:7]=[CH:8][CH:9]=1.C1COCC1.Cl. The catalyst is CO. The product is [Cl:3][C:4]1[C:5]([F:34])=[C:6]([NH:10][CH:11]([C:13]2[CH:14]=[C:15]([C:30]([OH:32])=[O:31])[CH:16]=[C:17]3[C:22]=2[O:21][C:20]([N:23]2[CH2:24][CH2:25][O:26][CH2:27][CH2:28]2)=[CH:19][C:18]3=[O:29])[CH3:12])[CH:7]=[CH:8][CH:9]=1. The yield is 0.880. (2) The reactants are [C:1]([C:9]1[CH:19]=[CH:18][C:12]([O:13][CH2:14][CH:15]2[CH2:17][O:16]2)=[CH:11][CH:10]=1)(=[O:8])[C:2]1[CH:7]=[CH:6][CH:5]=[CH:4][CH:3]=1.O.Cl(O)(=O)(=O)=[O:22].FC(F)(F)C(O)=O. The catalyst is ClCCCl.S([O-])(O)(=O)=O.C([N+](CCCC)(CCCC)CCCC)CCC.ClCCl. The product is [C:1]([C:9]1[CH:19]=[CH:18][C:12]([O:13][CH2:14][CH:15]([OH:22])[CH2:17][OH:16])=[CH:11][CH:10]=1)(=[O:8])[C:2]1[CH:7]=[CH:6][CH:5]=[CH:4][CH:3]=1. The yield is 0.660. (3) The reactants are Br[CH:2]([CH3:4])[CH3:3].[Br:5][C:6]1[CH:11]=[CH:10][C:9]([OH:12])=[C:8]([O:13][CH3:14])[CH:7]=1.C([O-])([O-])=O.[K+].[K+].CS(C)=O. The catalyst is O. The product is [Br:5][C:6]1[CH:11]=[CH:10][C:9]([O:12][CH:2]([CH3:4])[CH3:3])=[C:8]([O:13][CH3:14])[CH:7]=1. The yield is 0.940.